Dataset: Forward reaction prediction with 1.9M reactions from USPTO patents (1976-2016). Task: Predict the product of the given reaction. (1) The product is: [OH:1][CH2:2][CH2:3][CH2:4][N:5]1[CH:9]=[C:8]([C:10]2[CH:11]=[CH:12][C:13]([NH:21][C:22]3[C:27]([C:28]([F:31])([F:29])[F:30])=[CH:26][N:25]=[C:24]([NH:32][C:33]4[CH:47]=[CH:46][C:36]([CH2:37][P:38](=[O:45])([O:39][CH2:40][CH3:41])[O:42][CH2:43][CH3:44])=[CH:35][C:34]=4[O:48][CH3:49])[N:23]=3)=[C:14]([C:15](=[O:20])[NH:16][O:54][CH3:53])[CH:18]=2)[CH:7]=[N:6]1. Given the reactants [OH:1][CH2:2][CH2:3][CH2:4][N:5]1[CH:9]=[C:8]([C:10]2[CH:11]=[CH:12][C:13]([NH:21][C:22]3[C:27]([C:28]([F:31])([F:30])[F:29])=[CH:26][N:25]=[C:24]([NH:32][C:33]4[CH:47]=[CH:46][C:36]([CH2:37][P:38](=[O:45])([O:42][CH2:43][CH3:44])[O:39][CH2:40][CH3:41])=[CH:35][C:34]=4[O:48][CH3:49])[N:23]=3)=[C:14]3[C:18]=2C[N:16](C)[C:15]3=[O:20])[CH:7]=[N:6]1.NC1C=CC(C2C=NN(CCCO)C=2)=CC=1[C:53](NOC)=[O:54], predict the reaction product. (2) Given the reactants [CH3:1][O:2][C:3]1[C:4]([N+:12]([O-:14])=[O:13])=[CH:5][C:6](C)=[C:7]([CH:10]=1)C#N.C(Cl)Cl.[CH3:18][C:19]([OH:21])=[O:20], predict the reaction product. The product is: [CH3:1][O:2][C:3]1[C:4]([N+:12]([O-:14])=[O:13])=[CH:5][C:6]([CH3:7])=[C:18]([CH:10]=1)[C:19]([OH:21])=[O:20]. (3) Given the reactants [F:1][C:2]([F:16])([F:15])[O:3][C:4]1[CH:9]=[CH:8][C:7]([C:10]2[O:14][CH:13]=[N:12][CH:11]=2)=[CH:6][CH:5]=1.[Li]CCCC.[Cl:22]C(Cl)(Cl)C(Cl)(Cl)Cl, predict the reaction product. The product is: [Cl:22][C:13]1[O:14][C:10]([C:7]2[CH:8]=[CH:9][C:4]([O:3][C:2]([F:1])([F:15])[F:16])=[CH:5][CH:6]=2)=[CH:11][N:12]=1. (4) Given the reactants C(N(CC)CC)C.[NH:8]1[CH2:12][CH2:11][C@@H:10]([NH:13][C:14](=[O:20])[O:15][C:16]([CH3:19])([CH3:18])[CH3:17])[CH2:9]1.CS(O[CH2:26][C:27]1[CH:36]=[C:35]2[C:30]([C:31](=[O:50])[N:32]([CH2:37][C:38]3[CH:43]=[C:42]([Cl:44])[CH:41]=[CH:40][C:39]=3[S:45]([CH2:48][CH3:49])(=[O:47])=[O:46])[CH:33]=[N:34]2)=[CH:29][C:28]=1[C:51]([F:54])([F:53])[F:52])(=O)=O.O, predict the reaction product. The product is: [Cl:44][C:42]1[CH:41]=[CH:40][C:39]([S:45]([CH2:48][CH3:49])(=[O:47])=[O:46])=[C:38]([CH2:37][N:32]2[C:31](=[O:50])[C:30]3[C:35](=[CH:36][C:27]([CH2:26][N:8]4[CH2:12][CH2:11][C@@H:10]([NH:13][C:14](=[O:20])[O:15][C:16]([CH3:17])([CH3:19])[CH3:18])[CH2:9]4)=[C:28]([C:51]([F:53])([F:54])[F:52])[CH:29]=3)[N:34]=[CH:33]2)[CH:43]=1. (5) Given the reactants [C:1]1([C:7]2([C:17]3[CH:22]=[CH:21][CH:20]=[CH:19][CH:18]=3)[CH:11]3[CH2:12][NH:13][CH2:14][CH2:15][N:10]3[C:9](=[O:16])[O:8]2)[CH:6]=[CH:5][CH:4]=[CH:3][CH:2]=1.C(O)(=O)C.[CH2:27]([N:34]1[CH2:39][CH2:38][C:37](=O)[CH2:36][CH2:35]1)[C:28]1[CH:33]=[CH:32][CH:31]=[CH:30][CH:29]=1.C(O[BH-](OC(=O)C)OC(=O)C)(=O)C.[Na+], predict the reaction product. The product is: [C:17]1([C:7]2([C:1]3[CH:6]=[CH:5][CH:4]=[CH:3][CH:2]=3)[CH:11]3[CH2:12][N:13]([CH:37]4[CH2:36][CH2:35][N:34]([CH2:27][C:28]5[CH:33]=[CH:32][CH:31]=[CH:30][CH:29]=5)[CH2:39][CH2:38]4)[CH2:14][CH2:15][N:10]3[C:9](=[O:16])[O:8]2)[CH:18]=[CH:19][CH:20]=[CH:21][CH:22]=1. (6) Given the reactants [F:1][C:2]1[CH:7]=[C:6]([F:8])[CH:5]=[CH:4][C:3]=1[CH2:9][CH2:10][C:11]1[CH:16]=[CH:15][C:14]([S:17]([C:20]2[CH:25]=[CH:24][CH:23]=[CH:22][C:21]=2F)(=[O:19])=[O:18])=[CH:13][CH:12]=1.C(=O)([O-])[O-].[K+].[K+].[NH:33]1[CH:37]=[CH:36][N:35]=[CH:34]1, predict the reaction product. The product is: [F:1][C:2]1[CH:7]=[C:6]([F:8])[CH:5]=[CH:4][C:3]=1[CH2:9][CH2:10][C:11]1[CH:16]=[CH:15][C:14]([S:17]([C:20]2[CH:25]=[CH:24][CH:23]=[CH:22][C:21]=2[N:33]2[CH:37]=[CH:36][N:35]=[CH:34]2)(=[O:18])=[O:19])=[CH:13][CH:12]=1. (7) Given the reactants F[C:2]1[CH:7]=[CH:6][C:5]([NH:8][C:9]2[C:14]([C:15]([F:18])([F:17])[F:16])=[CH:13][N:12]=[C:11]([NH:19][C:20]3[CH:34]=[CH:33][C:23]([CH2:24][P:25](=[O:32])([O:29][CH2:30][CH3:31])[O:26][CH2:27][CH3:28])=[CH:22][C:21]=3[O:35][CH3:36])[N:10]=2)=[C:4]([C:37](=[O:40])[NH:38][CH3:39])[CH:3]=1.Cl[C:42]1C(C(F)(F)F)=CN=C(NC2C=CC(CP(=O)(OCC)OCC)=CC=2OC)N=1.NC1C=CC=CC=1C(NCC)=O, predict the reaction product. The product is: [CH2:39]([NH:38][C:37]([C:4]1[CH:3]=[CH:2][CH:7]=[CH:6][C:5]=1[NH:8][C:9]1[C:14]([C:15]([F:17])([F:18])[F:16])=[CH:13][N:12]=[C:11]([NH:19][C:20]2[CH:34]=[CH:33][C:23]([CH2:24][P:25](=[O:32])([O:26][CH2:27][CH3:28])[O:29][CH2:30][CH3:31])=[CH:22][C:21]=2[O:35][CH3:36])[N:10]=1)=[O:40])[CH3:42].